This data is from Forward reaction prediction with 1.9M reactions from USPTO patents (1976-2016). The task is: Predict the product of the given reaction. (1) Given the reactants [Br:1][C:2]1[S:6][C:5]([C:7]([NH2:9])=[O:8])=[C:4]([NH:10][C:11](=O)[CH2:12][CH:13]2[CH2:17][CH2:16][CH2:15][CH2:14]2)[CH:3]=1.[OH-].[Na+].C(O)C.Cl, predict the reaction product. The product is: [Br:1][C:2]1[S:6][C:5]2[C:7](=[O:8])[NH:9][C:11]([CH2:12][CH:13]3[CH2:17][CH2:16][CH2:15][CH2:14]3)=[N:10][C:4]=2[CH:3]=1. (2) Given the reactants C([O:3][C:4]1[N:5]([C:16]2[CH:21]=[CH:20][C:19]([O:22][CH2:23][C:24]([F:27])([F:26])[F:25])=[CH:18][CH:17]=2)[C:6](=[O:15])[C:7]2[CH:13]=[CH:12][NH:11][C:10](=O)[C:8]=2[N:9]=1)C.P(Cl)(Cl)([Cl:30])=O, predict the reaction product. The product is: [Cl:30][C:10]1[C:8]2[NH:9][C:4](=[O:3])[N:5]([C:16]3[CH:21]=[CH:20][C:19]([O:22][CH2:23][C:24]([F:27])([F:26])[F:25])=[CH:18][CH:17]=3)[C:6](=[O:15])[C:7]=2[CH:13]=[CH:12][N:11]=1. (3) Given the reactants [CH2:1]([O:3][C:4](=[O:22])[CH2:5][C:6]1([C:15]2[CH:20]=[CH:19][C:18]([NH2:21])=[CH:17][CH:16]=2)[CH2:14][C:13]2[C:8](=[CH:9][CH:10]=[CH:11][CH:12]=2)[CH2:7]1)[CH3:2].[CH3:23][O:24][C:25]1[CH:26]=[C:27]([CH2:42][C:43](O)=[O:44])[CH:28]=[CH:29][C:30]=1[NH:31][C:32]([NH:34][C:35]1[CH:40]=[CH:39][CH:38]=[CH:37][C:36]=1[CH3:41])=[O:33].C(N(C(C)C)CC)(C)C.F[P-](F)(F)(F)(F)F.N1(OC(N(C)C)=[N+](C)C)C2N=CC=CC=2N=N1, predict the reaction product. The product is: [CH2:1]([O:3][C:4](=[O:22])[CH2:5][C:6]1([C:15]2[CH:20]=[CH:19][C:18]([NH:21][C:43](=[O:44])[CH2:42][C:27]3[CH:28]=[CH:29][C:30]([NH:31][C:32]([NH:34][C:35]4[CH:40]=[CH:39][CH:38]=[CH:37][C:36]=4[CH3:41])=[O:33])=[C:25]([O:24][CH3:23])[CH:26]=3)=[CH:17][CH:16]=2)[CH2:7][C:8]2[C:13](=[CH:12][CH:11]=[CH:10][CH:9]=2)[CH2:14]1)[CH3:2].